From a dataset of Forward reaction prediction with 1.9M reactions from USPTO patents (1976-2016). Predict the product of the given reaction. (1) The product is: [CH3:34][C:33]1[O:32][C:31]([C:35]2[CH:36]=[CH:37][CH:38]=[CH:39][CH:40]=2)=[N:30][C:29]=1[CH2:28][CH2:27][O:26][C:23]1[CH:22]=[CH:21][C:20]([CH2:9][C:10]2([C:16]([OH:18])=[O:17])[CH2:15][CH2:14][CH2:13][CH2:12][CH2:11]2)=[CH:25][CH:24]=1. Given the reactants C([SiH](CC)CC)C.O[CH:9]([C:20]1[CH:25]=[CH:24][C:23]([O:26][CH2:27][CH2:28][C:29]2[N:30]=[C:31]([C:35]3[CH:40]=[CH:39][CH:38]=[CH:37][CH:36]=3)[O:32][C:33]=2[CH3:34])=[CH:22][CH:21]=1)[C:10]1([C:16]([O:18]C)=[O:17])[CH2:15][CH2:14][CH2:13][CH2:12][CH2:11]1.O.[OH-].[Li+].Cl, predict the reaction product. (2) Given the reactants [CH3:1][O:2][C:3]1[CH:4]=[CH:5][CH:6]=[C:7]2[C:12]=1[O:11][C@@H:10]([CH2:13][OH:14])[CH2:9][CH2:8]2.[C:15]1([CH3:25])[CH:20]=[CH:19][C:18]([S:21](Cl)(=[O:23])=[O:22])=[CH:17][CH:16]=1.C(N(CC)C(C)C)(C)C, predict the reaction product. The product is: [CH3:25][C:15]1[CH:20]=[CH:19][C:18]([S:21]([O:14][CH2:13][C@H:10]2[CH2:9][CH2:8][C:7]3[C:12](=[C:3]([O:2][CH3:1])[CH:4]=[CH:5][CH:6]=3)[O:11]2)(=[O:23])=[O:22])=[CH:17][CH:16]=1. (3) The product is: [CH3:13][C:4]1[C:5]2[CH2:9][O:8][C:7](=[O:10])[C:6]=2[CH:11]=[CH:12][C:3]=1[CH:1]1[CH2:2][O:22]1. Given the reactants [CH:1]([C:3]1[CH:12]=[CH:11][C:6]2[C:7](=[O:10])[O:8][CH2:9][C:5]=2[C:4]=1[CH3:13])=[CH2:2].ClC1C=CC=C(C(OO)=[O:22])C=1, predict the reaction product. (4) Given the reactants [CH:1]1([CH:4]2[CH:9]([C:10]3[NH:11][C:12]([C:15]4[CH:20]=[CH:19][C:18]([NH:21][C:22]([O:24][CH3:25])=[O:23])=[CH:17][CH:16]=4)=[CH:13][N:14]=3)[N:8](C(OCC3C=CC=CC=3)=O)[CH2:7][CH:6]([CH:36]3[CH2:41][CH2:40][N:39]([C:42]([O:44][C:45]([CH3:48])([CH3:47])[CH3:46])=[O:43])[CH2:38][CH2:37]3)[CH2:5]2)[CH2:3][CH2:2]1, predict the reaction product. The product is: [CH:1]1([CH:4]2[CH:9]([C:10]3[NH:11][C:12]([C:15]4[CH:16]=[CH:17][C:18]([NH:21][C:22]([O:24][CH3:25])=[O:23])=[CH:19][CH:20]=4)=[CH:13][N:14]=3)[NH:8][CH2:7][CH:6]([CH:36]3[CH2:41][CH2:40][N:39]([C:42]([O:44][C:45]([CH3:48])([CH3:47])[CH3:46])=[O:43])[CH2:38][CH2:37]3)[CH2:5]2)[CH2:3][CH2:2]1.